From a dataset of Full USPTO retrosynthesis dataset with 1.9M reactions from patents (1976-2016). Predict the reactants needed to synthesize the given product. (1) Given the product [Br:1][C:2]1[CH:3]=[C:4]([C:8]2([CH:15]([F:17])[F:16])[NH:13][C:12](=[S:19])[CH2:11][O:10][CH2:9]2)[CH:5]=[CH:6][CH:7]=1, predict the reactants needed to synthesize it. The reactants are: [Br:1][C:2]1[CH:3]=[C:4]([C:8]2([CH:15]([F:17])[F:16])[NH:13][C:12](=O)[CH2:11][O:10][CH2:9]2)[CH:5]=[CH:6][CH:7]=1.P12(SP3(SP(SP(S3)(S1)=S)(=S)S2)=S)=[S:19].C(OCC)(=O)C. (2) The reactants are: Cl[C:2]1[C:7]([C:8]#[N:9])=[CH:6][N:5]=[C:4]([NH:10][C:11]([N:13]2[C:22]3[C:17](=[CH:18][CH:19]=[C:20]([CH:23]([O:26][CH3:27])[O:24][CH3:25])[N:21]=3)[CH2:16][CH2:15][CH2:14]2)=[O:12])[CH:3]=1.[NH:28]1[CH2:33][CH2:32][O:31][CH2:30][CH2:29]1. Given the product [C:8]([C:7]1[C:2]([N:28]2[CH2:33][CH2:32][O:31][CH2:30][CH2:29]2)=[CH:3][C:4]([NH:10][C:11]([N:13]2[C:22]3[C:17](=[CH:18][CH:19]=[C:20]([CH:23]([O:26][CH3:27])[O:24][CH3:25])[N:21]=3)[CH2:16][CH2:15][CH2:14]2)=[O:12])=[N:5][CH:6]=1)#[N:9], predict the reactants needed to synthesize it. (3) Given the product [CH3:21][CH2:22][CH2:23][CH2:24][CH2:25][CH2:26][CH2:27][CH2:28][CH2:29][CH2:30][CH2:31][CH2:32][CH2:33][CH2:34][CH2:35][CH2:36][CH2:37][C:38]([O:40][CH2:41][CH2:42][OH:88])=[O:39], predict the reactants needed to synthesize it. The reactants are: C([O-])(=O)CCCCCCCCCCCCCCCCC.[CH3:21][CH2:22][CH2:23][CH2:24][CH2:25][CH2:26][CH2:27][CH2:28][CH2:29][CH2:30][CH2:31][CH2:32][CH2:33][CH2:34][CH2:35][CH2:36][CH2:37][C:38]([O:40][CH2:41][C@@H:42]([OH:88])[C@H]1OC[C@H:41]([O:40][C:38]([CH2:37][CH2:36][CH2:35][CH2:34][CH2:33][CH2:32][CH2:31][CH2:30][CH2:29][CH2:28][CH2:27][CH2:26][CH2:25][CH2:24][CH2:23][CH2:22][CH3:21])=[O:39])[C@H:42]1[O:88]C(CCCCCCCCCCCCCCCCC)=O)=[O:39].C(OCC(CO)O)(=O)CCCCCCCCCCCCCCCCC. (4) Given the product [C:37]([NH:1][C:2]1[N:7]=[CH:6][C:5]([CH2:8][NH:9][C:10]([C:12]2[C:13]3[CH:14]=[N:15][N:16]([C:21]4[CH:22]=[CH:23][C:24]([F:27])=[CH:25][CH:26]=4)[C:17]=3[CH:18]=[CH:19][CH:20]=2)=[O:11])=[CH:4][CH:3]=1)(=[O:39])[CH3:38], predict the reactants needed to synthesize it. The reactants are: [NH2:1][C:2]1[N:7]=[CH:6][C:5]([CH2:8][NH:9][C:10]([C:12]2[C:13]3[CH:14]=[N:15][N:16]([C:21]4[CH:26]=[CH:25][C:24]([F:27])=[CH:23][CH:22]=4)[C:17]=3[CH:18]=[CH:19][CH:20]=2)=[O:11])=[CH:4][CH:3]=1.CCN(C(C)C)C(C)C.[C:37](OC(=O)C)(=[O:39])[CH3:38]. (5) Given the product [ClH:1].[Cl:1][C:2]1[CH:3]=[CH:4][C:5]([C:8]2[S:9][C:10]3[C:11](=[O:33])[N:12]([C:17]4[CH:22]=[CH:21][C:20]([CH2:23][CH2:24][CH2:25][N:26]5[CH2:30][CH2:29][CH2:28][CH2:27]5)=[C:19]([O:31][CH3:32])[CH:18]=4)[CH:13]=[CH:14][C:15]=3[N:16]=2)=[CH:6][CH:7]=1, predict the reactants needed to synthesize it. The reactants are: [Cl:1][C:2]1[CH:7]=[CH:6][C:5]([C:8]2[S:9][C:10]3[C:11](=[O:33])[N:12]([C:17]4[CH:22]=[CH:21][C:20]([CH2:23][CH2:24][CH2:25][N:26]5[CH2:30][CH2:29][CH2:28][CH2:27]5)=[C:19]([O:31][CH3:32])[CH:18]=4)[CH:13]=[CH:14][C:15]=3[N:16]=2)=[CH:4][CH:3]=1.Cl. (6) Given the product [C:32]([O:31][CH:28]([CH2:29][CH3:30])[CH:27]([CH3:40])[CH:26]1[O:41][CH:25]1[CH2:24][CH:23]([CH3:42])/[CH:22]=[CH:21]/[CH:20]=[C:19](\[CH3:43])/[CH:14]1[O:13][C:11](=[O:12])[CH2:10][CH:9]([O:44][Si:45]([CH2:48][CH3:49])([CH2:46][CH3:47])[CH2:50][CH3:51])[CH2:8][CH2:7][C:6]([O:53][CH:54]([O:56][CH2:57][CH3:58])[CH3:55])([CH3:52])[CH:5]([OH:4])[CH:17]=[CH:16][CH:15]1[CH3:18])(=[O:39])[C:33]1[CH:34]=[CH:35][CH:36]=[CH:37][CH:38]=1, predict the reactants needed to synthesize it. The reactants are: C([O:4][CH:5]1[C:6]([O:53][CH:54]([O:56][CH2:57][CH3:58])[CH3:55])([CH3:52])[CH2:7][CH2:8][CH:9]([O:44][Si:45]([CH2:50][CH3:51])([CH2:48][CH3:49])[CH2:46][CH3:47])[CH2:10][C:11]([O:13][CH:14](/[C:19](/[CH3:43])=[CH:20]/[CH:21]=[CH:22]/[CH:23]([CH3:42])[CH2:24][CH:25]2[O:41][CH:26]2[CH:27]([CH3:40])[CH:28]([O:31][C:32](=[O:39])[C:33]2[CH:38]=[CH:37][CH:36]=[CH:35][CH:34]=2)[CH2:29][CH3:30])[CH:15]([CH3:18])[CH:16]=[CH:17]1)=[O:12])(=O)C.C(=O)([O-])[O-].[K+].[K+].C(O)(=O)C. (7) Given the product [NH2:20][C:11]1[CH:12]=[C:13]([NH:16][C:17](=[O:19])[CH3:18])[CH:14]=[CH:15][C:10]=1[C:7]([CH3:9])([CH3:8])[CH2:6][O:5][CH2:4][CH2:3][O:2][CH3:1], predict the reactants needed to synthesize it. The reactants are: [CH3:1][O:2][CH2:3][CH2:4][O:5][CH2:6][C:7]([C:10]1[CH:15]=[CH:14][C:13]([NH:16][C:17](=[O:19])[CH3:18])=[CH:12][C:11]=1[N+:20]([O-])=O)([CH3:9])[CH3:8]. (8) Given the product [CH:30]([N:4]([CH:1]([CH3:3])[CH3:2])[CH2:5][CH2:6][CH:7]([C:14]1[CH:19]=[C:18]([CH3:20])[CH:17]=[CH:16][C:15]=1[O:21][CH2:22][C:23]1[CH:24]=[CH:25][CH:26]=[CH:27][CH:28]=1)[C:8]1[CH:13]=[CH:12][CH:11]=[CH:10][CH:9]=1)([CH3:32])[CH3:31], predict the reactants needed to synthesize it. The reactants are: [CH:1]([N:4]([CH:30]([CH3:32])[CH3:31])[C:5](=O)[CH2:6][CH:7]([C:14]1[CH:19]=[C:18]([CH3:20])[CH:17]=[CH:16][C:15]=1[O:21][CH2:22][C:23]1[CH:28]=[CH:27][CH:26]=[CH:25][CH:24]=1)[C:8]1[CH:13]=[CH:12][CH:11]=[CH:10][CH:9]=1)([CH3:3])[CH3:2].[BH4-].[Na+].B(F)(F)F.CCOCC.Cl. (9) Given the product [OH:8]/[C:7](=[C:6]1\[C:5](=[O:10])[NH:11][C:12](=[O:21])[CH2:13][CH:14]\1[C:15]1[CH:20]=[CH:19][CH:18]=[CH:17][CH:16]=1)/[CH3:9], predict the reactants needed to synthesize it. The reactants are: [O-]CC.[Na+].[C:5]([NH2:11])(=[O:10])[CH2:6][C:7]([CH3:9])=[O:8].[C:12](OC)(=[O:21])[CH:13]=[CH:14][C:15]1[CH:20]=[CH:19][CH:18]=[CH:17][CH:16]=1.Cl.